Dataset: Reaction yield outcomes from USPTO patents with 853,638 reactions. Task: Predict the reaction yield, written as a fraction of the theoretical maximum amount of product (1.0 means a 100% yield; for example, 0.34 means a 34% yield). (1) The reactants are [C:1]([C:5]1[CH:10]=[CH:9][C:8]([C:11]2[N:15]([CH3:16])[N:14]=[C:13]([C:17](=[N:19][NH:20][C:21]([C:23]3[CH:32]=[CH:31][C:26]([C:27]([O:29]C)=[O:28])=[C:25]([Cl:33])[CH:24]=3)=[O:22])[CH3:18])[C:12]=2[OH:34])=[CH:7][CH:6]=1)([CH3:4])([CH3:3])[CH3:2].CO.[OH-].[Na+].Cl. The catalyst is C1COCC1.O. The product is [C:1]([C:5]1[CH:10]=[CH:9][C:8]([C:11]2[N:15]([CH3:16])[N:14]=[C:13]([C:17](=[N:19][NH:20][C:21]([C:23]3[CH:32]=[CH:31][C:26]([C:27]([OH:29])=[O:28])=[C:25]([Cl:33])[CH:24]=3)=[O:22])[CH3:18])[C:12]=2[OH:34])=[CH:7][CH:6]=1)([CH3:2])([CH3:3])[CH3:4]. The yield is 0.750. (2) The reactants are CCCCCC.C([Li])CCC.[CH2:12]([O:19][C:20]1[CH:25]=[CH:24][CH:23]=[CH:22][C:21]=1Br)[C:13]1[CH:18]=[CH:17][CH:16]=[CH:15][CH:14]=1.[Br:27][C:28]1[CH:35]=[CH:34][C:31]([CH:32]=[O:33])=[CH:30][CH:29]=1.[Cl-].[NH4+]. The catalyst is C1COCC1. The product is [CH2:12]([O:19][C:20]1[CH:25]=[CH:24][CH:23]=[CH:22][C:21]=1[CH:32]([C:31]1[CH:34]=[CH:35][C:28]([Br:27])=[CH:29][CH:30]=1)[OH:33])[C:13]1[CH:18]=[CH:17][CH:16]=[CH:15][CH:14]=1. The yield is 0.830. (3) The reactants are [NH2:1][C:2]1[C:3]([NH:9][C@@H:10]2[CH2:14][C@H:13]([CH2:15][OH:16])[C@@H:12]([OH:17])[C@H:11]2[OH:18])=[N:4][CH:5]=[N:6][C:7]=1[Cl:8].O.[C:20]1(C)[CH:25]=CC(S(O)(=O)=O)=C[CH:21]=1.[CH3:31]OC(OC)OC.CC(C)=O.COC(OC)(C)C.C(=O)(O)[O-].[Na+]. The catalyst is CN(C)C=O. The product is [Cl:8][C:7]1[N:6]=[CH:5][N:4]=[C:3]2[C:2]=1[N:1]=[CH:31][N:9]2[C@H:10]1[C@@H:11]2[O:18][C:20]([CH3:25])([CH3:21])[O:17][C@@H:12]2[C@@H:13]([CH2:15][OH:16])[CH2:14]1. The yield is 0.530. (4) The reactants are Cl[C:2]1[CH:7]=[CH:6][N:5]=[C:4]2[N:8]([CH2:17][O:18][CH2:19][CH2:20][Si:21]([CH3:24])([CH3:23])[CH3:22])[C:9]([C:11]3[CH:12]=[N:13][CH:14]=[CH:15][CH:16]=3)=[CH:10][C:3]=12.[F:25][C:26]1[CH:31]=[C:30]([N+:32]([O-])=O)[CH:29]=[CH:28][C:27]=1[OH:35].CCN(C(C)C)C(C)C. The catalyst is CN1C(=O)CCC1.CCOC(C)=O. The product is [F:25][C:26]1[CH:31]=[C:30]([NH2:32])[CH:29]=[CH:28][C:27]=1[O:35][C:2]1[CH:7]=[CH:6][N:5]=[C:4]2[N:8]([CH2:17][O:18][CH2:19][CH2:20][Si:21]([CH3:24])([CH3:23])[CH3:22])[C:9]([C:11]3[CH:12]=[N:13][CH:14]=[CH:15][CH:16]=3)=[CH:10][C:3]=12. The yield is 0.0740. (5) The reactants are Br[C:2]1[C:11]2[C:6](=[CH:7][CH:8]=[C:9]([O:12][CH3:13])[CH:10]=2)[C:5]([Cl:14])=[N:4][CH:3]=1.C([Li])CCC.B(OC(C)C)(OC(C)C)[O:21]C(C)C.OO.[OH-].[Na+].S([O-])([O-])=O.[Na+].[Na+].O.Cl. The catalyst is C1COCC1. The product is [Cl:14][C:5]1[C:6]2[C:11](=[CH:10][C:9]([O:12][CH3:13])=[CH:8][CH:7]=2)[C:2]([OH:21])=[CH:3][N:4]=1. The yield is 0.676. (6) The reactants are [CH3:1][C:2]1[CH:3]=[C:4]([CH:23]=[O:24])[S:5][C:6]=1[C:7]1[S:8][C:9]([C:12]2[S:13][C:14]([C:17]3[S:18][CH:19]=[CH:20][C:21]=3[CH3:22])=[CH:15][CH:16]=2)=[CH:10][CH:11]=1.[BH4-].[Na+]. The catalyst is C(O)C. The product is [CH3:1][C:2]1[CH:3]=[C:4]([CH2:23][OH:24])[S:5][C:6]=1[C:7]1[S:8][C:9]([C:12]2[S:13][C:14]([C:17]3[S:18][CH:19]=[CH:20][C:21]=3[CH3:22])=[CH:15][CH:16]=2)=[CH:10][CH:11]=1. The yield is 0.972. (7) The reactants are C(OC([NH:8][CH2:9][CH2:10][CH2:11][O:12][C:13]1[CH:48]=[CH:47][CH:46]=[CH:45][C:14]=1[CH2:15][NH:16][C:17](=[O:44])[NH:18][C:19]1[S:20][CH:21]=[C:22]([C:24]([NH:26][CH2:27][C:28]([NH:30][C@@H:31]([C:38]2[CH:39]=[N:40][CH:41]=[CH:42][CH:43]=2)[CH2:32][C:33]([O:35][CH2:36][CH3:37])=[O:34])=[O:29])=[O:25])[N:23]=1)=O)(C)(C)C.C([Cl:52])(=O)C. The catalyst is C(O)C. The product is [ClH:52].[NH2:8][CH2:9][CH2:10][CH2:11][O:12][C:13]1[CH:48]=[CH:47][CH:46]=[CH:45][C:14]=1[CH2:15][NH:16][C:17](=[O:44])[NH:18][C:19]1[S:20][CH:21]=[C:22]([C:24]([NH:26][CH2:27][C:28]([NH:30][C@@H:31]([C:38]2[CH:39]=[N:40][CH:41]=[CH:42][CH:43]=2)[CH2:32][C:33]([O:35][CH2:36][CH3:37])=[O:34])=[O:29])=[O:25])[N:23]=1. The yield is 0.526. (8) The reactants are [CH:1]([N:4]1[CH2:19][CH2:18][C:7]2[NH:8][C:9]3[CH:10]=[CH:11][C:12]([C:15](O)=[O:16])=[CH:13][C:14]=3[C:6]=2[CH2:5]1)([CH3:3])[CH3:2].[O:20]([CH:23]1[CH2:28][CH2:27][NH:26][CH2:25][CH2:24]1)[CH2:21][CH3:22].C(N(C(C)C)CC)(C)C.CN(C(ON1N=NC2C=CC=NC1=2)=[N+](C)C)C.F[P-](F)(F)(F)(F)F. The catalyst is CN(C=O)C. The product is [CH2:21]([O:20][CH:23]1[CH2:28][CH2:27][N:26]([C:15]([C:12]2[CH:11]=[CH:10][C:9]3[NH:8][C:7]4[CH2:18][CH2:19][N:4]([CH:1]([CH3:2])[CH3:3])[CH2:5][C:6]=4[C:14]=3[CH:13]=2)=[O:16])[CH2:25][CH2:24]1)[CH3:22]. The yield is 0.160. (9) The reactants are Br[C:2]1[C:11]([C:12]([O:14][CH3:15])=[O:13])=[C:10]2[C:5]([NH:6][C:7]([CH3:19])([CH3:18])[C:8](=[O:17])[N:9]2[CH3:16])=[CH:4][CH:3]=1.[Cl:20][C:21]1[CH:22]=[CH:23][C:24]([O:30][CH3:31])=[C:25](B(O)O)[CH:26]=1.C(=O)([O-])[O-].C(OCC)(=O)C. The catalyst is CN(C)C=O.C1C=CC([P]([Pd]([P](C2C=CC=CC=2)(C2C=CC=CC=2)C2C=CC=CC=2)([P](C2C=CC=CC=2)(C2C=CC=CC=2)C2C=CC=CC=2)[P](C2C=CC=CC=2)(C2C=CC=CC=2)C2C=CC=CC=2)(C2C=CC=CC=2)C2C=CC=CC=2)=CC=1.O.C(OCC)C. The product is [Cl:20][C:21]1[CH:26]=[CH:25][C:24]([O:30][CH3:31])=[C:23]([C:2]2[C:11]([C:12]([O:14][CH3:15])=[O:13])=[C:10]3[C:5]([NH:6][C:7]([CH3:19])([CH3:18])[C:8](=[O:17])[N:9]3[CH3:16])=[CH:4][CH:3]=2)[CH:22]=1. The yield is 0.860. (10) The reactants are [CH2:1](N(CC)CC)C.C(OCC)(=O)CC(OCC)=O.[Cl-].[Mg+2].[Cl-].[Cl:22][C:23]1[N:31]=[CH:30][CH:29]=[CH:28][C:24]=1[C:25](Cl)=[O:26]. The catalyst is C1(C)C=CC=CC=1. The product is [Cl:22][C:23]1[C:24]([C:25](=[O:26])[CH3:1])=[CH:28][CH:29]=[CH:30][N:31]=1. The yield is 0.250.